Dataset: Reaction yield outcomes from USPTO patents with 853,638 reactions. Task: Predict the reaction yield, written as a fraction of the theoretical maximum amount of product (1.0 means a 100% yield; for example, 0.34 means a 34% yield). (1) The reactants are [S:1]([N:11]1[C:15]2=[N:16][CH:17]=[C:18]([CH2:20][NH:21][C:22]([C@@H:24]3[CH2:29][CH2:28][CH2:27][N:26]([C:30]([O:32][C:33]([CH3:36])([CH3:35])[CH3:34])=[O:31])[CH2:25]3)=S)[N:19]=[C:14]2[CH:13]=[CH:12]1)([C:4]1[CH:10]=[CH:9][C:7]([CH3:8])=[CH:6][CH:5]=1)(=[O:3])=[O:2]. The catalyst is O1CCOCC1.FC(F)(F)C([O-])=O.[Hg+2].FC(F)(F)C([O-])=O. The product is [S:1]([N:11]1[C:15]2[N:16]=[CH:17][C:18]3[N:19]([C:22]([C@@H:24]4[CH2:29][CH2:28][CH2:27][N:26]([C:30]([O:32][C:33]([CH3:36])([CH3:35])[CH3:34])=[O:31])[CH2:25]4)=[N:21][CH:20]=3)[C:14]=2[CH:13]=[CH:12]1)([C:4]1[CH:10]=[CH:9][C:7]([CH3:8])=[CH:6][CH:5]=1)(=[O:3])=[O:2]. The yield is 0.870. (2) The reactants are CCCCCC.C([Li])CCC.C([O:19][C:20]1[CH:25]=[CH:24][CH:23]=[CH:22][C:21]=1Br)C1C=CC=CC=1.[F:27][C:28]([F:39])([F:38])[O:29][C:30]1[CH:31]=[C:32]([CH:35]=[CH:36][CH:37]=1)[CH:33]=O.Cl.C(=O)([O-])[O-].[K+].[K+]. The catalyst is C1COCC1.CO.[OH-].[Pd+2].[OH-].O. The product is [F:27][C:28]([F:39])([F:38])[O:29][C:30]1[CH:31]=[C:32]([CH:35]=[CH:36][CH:37]=1)[CH2:33][C:21]1[CH:22]=[CH:23][CH:24]=[CH:25][C:20]=1[OH:19]. The yield is 0.990. (3) The reactants are [CH3:1][C:2]1([CH2:9][C:10]([O:12][CH2:13][CH3:14])=[O:11])[CH2:7][CH2:6][C:5](=O)[CH2:4][CH2:3]1.[C:15]([O:19][C:20]([CH3:23])([CH3:22])[CH3:21])(=[O:18])[NH:16][NH2:17].[BH-](OC(C)=O)(OC(C)=O)OC(C)=O.[Na+].C([O-])(O)=O.[Na+]. The catalyst is C(Cl)(Cl)Cl.CC(O)=O. The product is [CH2:13]([O:12][C:10](=[O:11])[CH2:9][C:2]1([CH3:1])[CH2:7][CH2:6][CH:5]([NH:17][NH:16][C:15]([O:19][C:20]([CH3:23])([CH3:22])[CH3:21])=[O:18])[CH2:4][CH2:3]1)[CH3:14]. The yield is 0.723. (4) The reactants are [F:1][C:2]1[CH:3]=[C:4]([C:9]2[CH2:10][CH2:11][O:12][CH2:13][CH:14]=2)[CH:5]=[C:6]([F:8])[CH:7]=1. The catalyst is CO.[Pd]. The product is [F:1][C:2]1[CH:3]=[C:4]([CH:9]2[CH2:10][CH2:11][O:12][CH2:13][CH2:14]2)[CH:5]=[C:6]([F:8])[CH:7]=1. The yield is 0.710. (5) The reactants are [CH2:1]([N:3]1[C:8](=[O:9])[CH:7]=[CH:6][CH:5]=[C:4]1[C:10](OCC)=[O:11])[CH3:2].[Cl-].[Ca+2].[Cl-].[BH4-].[Na+]. The catalyst is C(O)C. The product is [CH2:1]([N:3]1[C:4]([CH2:10][OH:11])=[CH:5][CH:6]=[CH:7][C:8]1=[O:9])[CH3:2]. The yield is 0.760. (6) The reactants are [NH:1]1[C:10]2[C:5](=[CH:6][CH:7]=[CH:8][CH:9]=2)[CH2:4][CH2:3][CH2:2]1.[H-].[Na+].Cl[CH2:14][N:15]1[CH2:19][CH:18]([CH2:20][CH2:21][CH3:22])[CH2:17][C:16]1=[O:23].O. The catalyst is CN(C=O)C. The product is [N:1]1([CH2:14][N:15]2[CH2:19][CH:18]([CH2:20][CH2:21][CH3:22])[CH2:17][C:16]2=[O:23])[C:10]2[C:5](=[CH:6][CH:7]=[CH:8][CH:9]=2)[CH2:4][CH2:3][CH2:2]1. The yield is 0.280. (7) The reactants are C1COCC1.CO.[CH3:8][O:9][C:10]1[CH:43]=[CH:42][C:13]([CH2:14][N:15]2[C:23]3[CH:22]=[C:21](C)[N:20]=[C:19]([NH:25][CH:26]4[CH2:31][CH2:30][O:29][CH2:28][CH2:27]4)[C:18]=3[C:17]([C:32]3[CH:33]=[C:34]([CH:39]=[CH:40][N:41]=3)[C:35]([O:37]C)=[O:36])=[N:16]2)=[CH:12][CH:11]=1.[Li+].[OH-]. The catalyst is O. The product is [CH3:8][O:9][C:10]1[CH:11]=[CH:12][C:13]([CH2:14][N:15]2[C:23]3[CH:22]=[CH:21][N:20]=[C:19]([NH:25][CH:26]4[CH2:27][CH2:28][O:29][CH2:30][CH2:31]4)[C:18]=3[C:17]([C:32]3[CH:33]=[C:34]([CH:39]=[CH:40][N:41]=3)[C:35]([OH:37])=[O:36])=[N:16]2)=[CH:42][CH:43]=1. The yield is 0.900. (8) The reactants are ClC1C(=O)C(Cl)=C(Cl)C(=O)C=1Cl.[CH2:13]([O:15][C:16](=[O:48])[C:17]([CH3:47])([O:19][C:20]1[CH:21]=[C:22]2[C:26](=[CH:27][CH:28]=1)[N:25]([CH2:29][CH2:30][C:31]1[S:35][C:34]([C:36]3[CH:41]=[CH:40][C:39]([C:42]([F:45])([F:44])[F:43])=[CH:38][CH:37]=3)=[N:33][C:32]=1[CH3:46])[CH2:24][CH2:23]2)[CH3:18])[CH3:14]. No catalyst specified. The product is [CH2:13]([O:15][C:16](=[O:48])[C:17]([CH3:47])([O:19][C:20]1[CH:21]=[C:22]2[C:26](=[CH:27][CH:28]=1)[N:25]([CH2:29][CH2:30][C:31]1[S:35][C:34]([C:36]3[CH:37]=[CH:38][C:39]([C:42]([F:43])([F:45])[F:44])=[CH:40][CH:41]=3)=[N:33][C:32]=1[CH3:46])[CH:24]=[CH:23]2)[CH3:18])[CH3:14]. The yield is 0.620. (9) The reactants are C(OC(=O)[N:10]([CH2:15][CH:16]([OH:37])[CH:17]([NH:25][C:26]([O:28][CH:29]1[CH:36]2[CH:32]([O:33][CH2:34][CH2:35]2)[O:31][CH2:30]1)=[O:27])[CH2:18][C:19]1[CH:24]=[CH:23][CH:22]=[CH:21][CH:20]=1)[CH2:11][CH:12]([CH3:14])[CH3:13])C1C=CC=CC=1. The catalyst is C(O)C.[Pd]. The product is [O:31]1[CH:32]2[O:33][CH2:34][CH2:35][CH:36]2[CH:29]([O:28][C:26](=[O:27])[NH:25][CH:17]([CH2:18][C:19]2[CH:20]=[CH:21][CH:22]=[CH:23][CH:24]=2)[CH:16]([OH:37])[CH2:15][NH:10][CH2:11][CH:12]([CH3:14])[CH3:13])[CH2:30]1. The yield is 0.970.